From a dataset of Forward reaction prediction with 1.9M reactions from USPTO patents (1976-2016). Predict the product of the given reaction. Given the reactants [S:1]1[C:5]2[CH:6]=[CH:7][CH:8]=[CH:9][C:4]=2[N:3]=[C:2]1[NH2:10].[I:11][CH2:12][CH2:13][CH2:14][CH3:15], predict the reaction product. The product is: [IH:11].[CH2:12]([N:3]1[C:4]2[CH:9]=[CH:8][CH:7]=[CH:6][C:5]=2[S:1][C:2]1=[NH:10])[CH2:13][CH2:14][CH3:15].